Dataset: Reaction yield outcomes from USPTO patents with 853,638 reactions. Task: Predict the reaction yield, written as a fraction of the theoretical maximum amount of product (1.0 means a 100% yield; for example, 0.34 means a 34% yield). (1) The reactants are [O:1]([C:8]1[CH:13]=[CH:12][C:11]([CH:14]2[O:18]C(=O)[NH:16][CH:15]2[CH2:20][C:21]2[CH:26]=[CH:25][C:24]([C:27]([F:30])([F:29])[F:28])=[CH:23][CH:22]=2)=[CH:10][CH:9]=1)[C:2]1[CH:7]=[CH:6][CH:5]=[CH:4][CH:3]=1.[OH-].[Na+]. The catalyst is C(O)C. The product is [NH2:16][CH:15]([CH2:20][C:21]1[CH:22]=[CH:23][C:24]([C:27]([F:28])([F:29])[F:30])=[CH:25][CH:26]=1)[CH:14]([C:11]1[CH:10]=[CH:9][C:8]([O:1][C:2]2[CH:7]=[CH:6][CH:5]=[CH:4][CH:3]=2)=[CH:13][CH:12]=1)[OH:18]. The yield is 0.900. (2) The reactants are [Li]CCCC.[Cl:6][C:7]1[CH:12]=[C:11]([Cl:13])[CH:10]=[C:9]([Cl:14])[N:8]=1.[CH:15](OCC)=[O:16]. The catalyst is C1COCC1. The product is [Cl:6][C:7]1[C:12]([CH:15]=[O:16])=[C:11]([Cl:13])[CH:10]=[C:9]([Cl:14])[N:8]=1. The yield is 0.870. (3) The reactants are [H-].[Al+3].[Li+].[H-].[H-].[H-].[C:7]([C:9]1[CH:10]=[C:11]2[C:15](=[CH:16][CH:17]=1)[N:14]([S:18]([C:21]1[CH:26]=[CH:25][C:24]([CH3:27])=[CH:23][CH:22]=1)(=[O:20])=[O:19])[CH:13]=[C:12]2[C@H:28]1[CH2:30][C@H:29]1C(=C)C(OC)=O)#[N:8].[O:37]1CCC[CH2:38]1. No catalyst specified. The product is [C:7]([C:9]1[CH:10]=[C:11]2[C:15](=[CH:16][CH:17]=1)[N:14]([S:18]([C:21]1[CH:22]=[CH:23][C:24]([CH3:27])=[CH:25][CH:26]=1)(=[O:19])=[O:20])[CH:13]=[C:12]2[C@H:28]1[CH2:30][C@H:29]1[CH2:38][OH:37])#[N:8]. The yield is 0.760.